From a dataset of NCI-60 drug combinations with 297,098 pairs across 59 cell lines. Regression. Given two drug SMILES strings and cell line genomic features, predict the synergy score measuring deviation from expected non-interaction effect. Drug 1: CC1=C(C=C(C=C1)NC(=O)C2=CC=C(C=C2)CN3CCN(CC3)C)NC4=NC=CC(=N4)C5=CN=CC=C5. Drug 2: CC=C1C(=O)NC(C(=O)OC2CC(=O)NC(C(=O)NC(CSSCCC=C2)C(=O)N1)C(C)C)C(C)C. Cell line: UACC-257. Synergy scores: CSS=29.4, Synergy_ZIP=1.79, Synergy_Bliss=2.51, Synergy_Loewe=-49.6, Synergy_HSA=0.0356.